This data is from Full USPTO retrosynthesis dataset with 1.9M reactions from patents (1976-2016). The task is: Predict the reactants needed to synthesize the given product. Given the product [Br:15][C:16]1[C:17]([O:26][CH3:27])=[CH:18][C:19]([F:25])=[C:20]([C:7](=[O:9])[CH2:3][C:4]([O:6][CH2:29][CH3:30])=[O:5])[CH:24]=1, predict the reactants needed to synthesize it. The reactants are: C([CH:3]([C:7]([O-:9])=O)[C:4]([O-:6])=[O:5])C.[K+].[K+].[Cl-].[Mg+2].[Cl-].[Br:15][C:16]1[C:17]([O:26][CH3:27])=[CH:18][C:19]([F:25])=[C:20]([CH:24]=1)C(Cl)=O.Cl.[CH2:29]1COC[CH2:30]1.